From a dataset of Reaction yield outcomes from USPTO patents with 853,638 reactions. Predict the reaction yield, written as a fraction of the theoretical maximum amount of product (1.0 means a 100% yield; for example, 0.34 means a 34% yield). The reactants are [NH2:1][C:2]1[CH:3]=[CH:4][C:5]([O:8][C:9](=[O:18])[N:10]([CH3:17])[C:11]2[CH:16]=[CH:15][CH:14]=[CH:13][CH:12]=2)=[N:6][CH:7]=1.[CH3:19][O:20][C:21](=[O:24])[CH2:22]Br.C(=O)([O-])[O-].[K+].[K+].C1OCCOCCOCCOCCOCCOC1. The catalyst is C1(C)C=CC=CC=1. The product is [CH3:19][O:20][C:21](=[O:24])[CH2:22][NH:1][C:2]1[CH:7]=[N:6][C:5]([O:8][C:9](=[O:18])[N:10]([CH3:17])[C:11]2[CH:16]=[CH:15][CH:14]=[CH:13][CH:12]=2)=[CH:4][CH:3]=1. The yield is 0.200.